From a dataset of Full USPTO retrosynthesis dataset with 1.9M reactions from patents (1976-2016). Predict the reactants needed to synthesize the given product. (1) Given the product [CH3:11][C:2]1[C:12]2[C:13](=[N:14][CH:15]=[CH:16][CH:17]=2)[NH:18][C:19](=[O:24])[CH:20]=1, predict the reactants needed to synthesize it. The reactants are: O[C:2]([C:12]1[C:13]([NH:18][C:19](=[O:24])[C:20](C)(C)C)=[N:14][CH:15]=[CH:16][CH:17]=1)([CH3:11])CC(OC(C)(C)C)=O. (2) Given the product [Br:1][C:2]1[S:6](=[O:8])(=[O:7])[C:5]2[CH:9]=[C:10]([O:13][CH3:14])[CH:11]=[CH:12][C:4]=2[C:3]=1[O:23][C:20]1[CH:21]=[CH:22][C:17]([Br:16])=[CH:18][CH:19]=1, predict the reactants needed to synthesize it. The reactants are: [Br:1][C:2]1[S:6](=[O:8])(=[O:7])[C:5]2[CH:9]=[C:10]([O:13][CH3:14])[CH:11]=[CH:12][C:4]=2[C:3]=1Br.[Br:16][C:17]1[CH:22]=[CH:21][C:20]([OH:23])=[CH:19][CH:18]=1.C([O-])([O-])=O.[Cs+].[Cs+]. (3) Given the product [Br:12][C:8]1[CH:7]=[C:6]2[C:11](=[CH:10][CH:9]=1)[CH:2]=[N:3][C:4]([NH2:13])=[CH:5]2, predict the reactants needed to synthesize it. The reactants are: Br[C:2]1[C:11]2[C:6](=[CH:7][C:8]([Br:12])=[CH:9][CH:10]=2)[CH:5]=[C:4]([NH2:13])[N:3]=1.C([SnH](CCCC)CCCC)CCC. (4) Given the product [CH2:1]([S:3][CH2:29][CH2:28][CH2:27][O:26][C:20]1[CH:19]=[C:18]2[C:23]([CH:14]=[N:15][CH:16]=[N:17]2)=[CH:22][C:21]=1[O:24][CH3:25])[CH3:2], predict the reactants needed to synthesize it. The reactants are: [CH2:1]([S-:3])[CH3:2].[Na+].ClN([C:14]1[C:23]2[C:18](=[CH:19][C:20]([O:26][CH2:27][CH2:28][CH2:29]Cl)=[C:21]([O:24][CH3:25])[CH:22]=2)[N:17]=[CH:16][N:15]=1)C1C=CC=CC=1F.